Dataset: Forward reaction prediction with 1.9M reactions from USPTO patents (1976-2016). Task: Predict the product of the given reaction. (1) Given the reactants [H-].[Na+].[C:3]1([S:9]([NH2:12])(=[O:11])=[O:10])[CH:8]=[CH:7][CH:6]=[CH:5][CH:4]=1.Cl[C:14]1[C:19]([CH3:21])([CH3:20])[C:18](=[O:22])[C:17]([CH3:24])([CH3:23])[C:16](=[O:25])[C:15]=1[C:26]([C:28]1[C:29]([CH3:37])=[N:30][C:31]([CH:34]([F:36])[F:35])=[CH:32][CH:33]=1)=[O:27], predict the reaction product. The product is: [CH3:23][C:17]1([CH3:24])[C:18](=[O:22])[C:19]([CH3:20])([CH3:21])[C:14]([NH:12][S:9]([C:3]2[CH:8]=[CH:7][CH:6]=[CH:5][CH:4]=2)(=[O:11])=[O:10])=[C:15]([C:26]([C:28]2[C:29]([CH3:37])=[N:30][C:31]([CH:34]([F:36])[F:35])=[CH:32][CH:33]=2)=[O:27])[C:16]1=[O:25]. (2) Given the reactants [C:1]([O:5][C:6]([NH:8][C@H:9]1[CH2:13][CH2:12][N:11]([C:14]([CH:16]2[CH2:21][CH2:20][N:19](C(OCC3C=CC=CC=3)=O)[CH2:18][CH2:17]2)=[O:15])[CH2:10]1)=[O:7])([CH3:4])([CH3:3])[CH3:2], predict the reaction product. The product is: [NH:19]1[CH2:18][CH2:17][CH:16]([C:14]([N:11]2[CH2:12][CH2:13][C@H:9]([NH:8][C:6](=[O:7])[O:5][C:1]([CH3:3])([CH3:2])[CH3:4])[CH2:10]2)=[O:15])[CH2:21][CH2:20]1. (3) Given the reactants [CH2:1]([N:3]([CH2:18][CH3:19])[S:4]([C:7]1[CH:8]=[CH:9][C:10]2[N:11]([C:14](=O)[NH:15][N:16]=2)[C:12]=1[CH3:13])(=[O:6])=[O:5])[CH3:2].C([O-])(O)=O.[Na+].O=P(Cl)(Cl)[Cl:27], predict the reaction product. The product is: [Cl:27][C:14]1[N:11]2[C:12]([CH3:13])=[C:7]([S:4]([N:3]([CH2:18][CH3:19])[CH2:1][CH3:2])(=[O:6])=[O:5])[CH:8]=[CH:9][C:10]2=[N:16][N:15]=1. (4) Given the reactants C([O-])([O-])=O.[K+].[K+].[F:7][C:8]([F:17])([F:16])[C:9]1[CH:10]=[C:11]([OH:15])[CH:12]=[CH:13][CH:14]=1.F[C:19]1[CH:26]=[CH:25][C:22]([CH:23]=[O:24])=[CH:21][CH:20]=1, predict the reaction product. The product is: [F:7][C:8]([F:16])([F:17])[C:9]1[CH:10]=[C:11]([CH:12]=[CH:13][CH:14]=1)[O:15][C:19]1[CH:26]=[CH:25][C:22]([CH:23]=[O:24])=[CH:21][CH:20]=1. (5) Given the reactants [Zn:1](OC(C)=O)[O:2][C:3]([CH3:5])=[O:4].O.O, predict the reaction product. The product is: [C:3]([O-:4])(=[O:2])[CH3:5].[Zn+2:1].[C:3]([O-:4])(=[O:2])[CH3:5].